Dataset: NCI-60 drug combinations with 297,098 pairs across 59 cell lines. Task: Regression. Given two drug SMILES strings and cell line genomic features, predict the synergy score measuring deviation from expected non-interaction effect. (1) Drug 1: CCN(CC)CCNC(=O)C1=C(NC(=C1C)C=C2C3=C(C=CC(=C3)F)NC2=O)C. Drug 2: CCC1(CC2CC(C3=C(CCN(C2)C1)C4=CC=CC=C4N3)(C5=C(C=C6C(=C5)C78CCN9C7C(C=CC9)(C(C(C8N6C)(C(=O)OC)O)OC(=O)C)CC)OC)C(=O)OC)O.OS(=O)(=O)O. Cell line: LOX IMVI. Synergy scores: CSS=-8.67, Synergy_ZIP=4.18, Synergy_Bliss=1.96, Synergy_Loewe=-5.61, Synergy_HSA=-5.85. (2) Drug 1: CCN(CC)CCCC(C)NC1=C2C=C(C=CC2=NC3=C1C=CC(=C3)Cl)OC. Drug 2: COCCOC1=C(C=C2C(=C1)C(=NC=N2)NC3=CC=CC(=C3)C#C)OCCOC.Cl. Cell line: HCT116. Synergy scores: CSS=36.2, Synergy_ZIP=7.54, Synergy_Bliss=10.2, Synergy_Loewe=-13.3, Synergy_HSA=6.12. (3) Drug 1: C1=C(C(=O)NC(=O)N1)N(CCCl)CCCl. Cell line: UO-31. Drug 2: CNC(=O)C1=NC=CC(=C1)OC2=CC=C(C=C2)NC(=O)NC3=CC(=C(C=C3)Cl)C(F)(F)F. Synergy scores: CSS=23.9, Synergy_ZIP=-14.7, Synergy_Bliss=-14.8, Synergy_Loewe=-16.0, Synergy_HSA=-15.5. (4) Drug 2: C(CC(=O)O)C(=O)CN.Cl. Synergy scores: CSS=39.8, Synergy_ZIP=-6.97, Synergy_Bliss=-9.65, Synergy_Loewe=-34.1, Synergy_HSA=-7.15. Cell line: SK-MEL-2. Drug 1: C1=CC=C(C=C1)NC(=O)CCCCCCC(=O)NO. (5) Drug 1: CC1C(C(CC(O1)OC2CC(CC3=C2C(=C4C(=C3O)C(=O)C5=C(C4=O)C(=CC=C5)OC)O)(C(=O)C)O)N)O.Cl. Drug 2: C1CC(=O)NC(=O)C1N2C(=O)C3=CC=CC=C3C2=O. Cell line: A549. Synergy scores: CSS=8.26, Synergy_ZIP=-6.21, Synergy_Bliss=-3.49, Synergy_Loewe=-26.2, Synergy_HSA=-3.76. (6) Drug 1: CC1=C(C=C(C=C1)NC(=O)C2=CC=C(C=C2)CN3CCN(CC3)C)NC4=NC=CC(=N4)C5=CN=CC=C5. Drug 2: CS(=O)(=O)CCNCC1=CC=C(O1)C2=CC3=C(C=C2)N=CN=C3NC4=CC(=C(C=C4)OCC5=CC(=CC=C5)F)Cl. Cell line: HCC-2998. Synergy scores: CSS=-9.41, Synergy_ZIP=7.06, Synergy_Bliss=1.59, Synergy_Loewe=-8.21, Synergy_HSA=-9.93. (7) Drug 1: C1=CC(=C2C(=C1NCCNCCO)C(=O)C3=C(C=CC(=C3C2=O)O)O)NCCNCCO. Drug 2: CC1=C2C(C(=O)C3(C(CC4C(C3C(C(C2(C)C)(CC1OC(=O)C(C(C5=CC=CC=C5)NC(=O)C6=CC=CC=C6)O)O)OC(=O)C7=CC=CC=C7)(CO4)OC(=O)C)O)C)OC(=O)C. Cell line: HOP-92. Synergy scores: CSS=45.2, Synergy_ZIP=-3.53, Synergy_Bliss=-2.39, Synergy_Loewe=-0.298, Synergy_HSA=2.90. (8) Drug 1: C1=NNC2=C1C(=O)NC=N2. Drug 2: C1CN(P(=O)(OC1)NCCCl)CCCl. Cell line: HS 578T. Synergy scores: CSS=3.25, Synergy_ZIP=-2.37, Synergy_Bliss=-2.38, Synergy_Loewe=-3.39, Synergy_HSA=-2.72. (9) Drug 1: CC12CCC3C(C1CCC2=O)CC(=C)C4=CC(=O)C=CC34C. Drug 2: C1C(C(OC1N2C=NC(=NC2=O)N)CO)O. Cell line: SNB-75. Synergy scores: CSS=21.8, Synergy_ZIP=4.38, Synergy_Bliss=5.96, Synergy_Loewe=3.05, Synergy_HSA=2.31. (10) Drug 1: CC12CCC(CC1=CCC3C2CCC4(C3CC=C4C5=CN=CC=C5)C)O. Drug 2: CCC1(C2=C(COC1=O)C(=O)N3CC4=CC5=C(C=CC(=C5CN(C)C)O)N=C4C3=C2)O.Cl. Cell line: SR. Synergy scores: CSS=67.3, Synergy_ZIP=-3.34, Synergy_Bliss=-2.19, Synergy_Loewe=-16.5, Synergy_HSA=1.47.